This data is from Full USPTO retrosynthesis dataset with 1.9M reactions from patents (1976-2016). The task is: Predict the reactants needed to synthesize the given product. (1) Given the product [F:12][C:9]([F:10])([F:11])[C:7]1[CH:6]=[C:5]([C@H:13]([O:15][C@H:16]2[CH2:24][N:23]3[C@@H:18]([CH2:19][C:20]([C:26]4[CH2:35][CH2:34][C:29](=[O:30])[CH2:28][CH:27]=4)=[CH:21][C:22]3=[O:25])[C@@H:17]2[C:36]2[CH:41]=[CH:40][C:39]([F:42])=[CH:38][CH:37]=2)[CH3:14])[CH:4]=[C:3]([C:2]([F:1])([F:43])[F:44])[CH:8]=1, predict the reactants needed to synthesize it. The reactants are: [F:1][C:2]([F:44])([F:43])[C:3]1[CH:4]=[C:5]([C@H:13]([O:15][C@H:16]2[CH2:24][N:23]3[C@@H:18]([CH2:19][C:20]([C:26]4[CH2:35][CH2:34][C:29]5(OCC[O:30]5)[CH2:28][CH:27]=4)=[CH:21][C:22]3=[O:25])[C@@H:17]2[C:36]2[CH:41]=[CH:40][C:39]([F:42])=[CH:38][CH:37]=2)[CH3:14])[CH:6]=[C:7]([C:9]([F:12])([F:11])[F:10])[CH:8]=1.CC1C=CC(S([O-])(=O)=O)=CC=1.C1C=C[NH+]=CC=1.O. (2) Given the product [Cl:2][C:3]1[C:4]([C:10]([N:55]2[C@H:54]([CH2:53][CH2:52][O:51][C:48]3[CH:47]=[CH:46][C:45]([F:44])=[CH:50][N:49]=3)[CH2:60][C@@H:59]3[C@@H:57]([CH2:58]3)[CH2:56]2)=[O:12])=[N:5][C:6]([CH3:9])=[CH:7][CH:8]=1, predict the reactants needed to synthesize it. The reactants are: [Li+].[Cl:2][C:3]1[C:4]([C:10]([O-:12])=O)=[N:5][C:6]([CH3:9])=[CH:7][CH:8]=1.CCN(C(C)C)C(C)C.CN(C(ON1N=NC2C=CC=CC1=2)=[N+](C)C)C.[B-](F)(F)(F)F.[F:44][C:45]1[CH:46]=[CH:47][C:48]([O:51][CH2:52][CH2:53][C@@H:54]2[CH2:60][C@@H:59]3[C@@H:57]([CH2:58]3)[CH2:56][NH:55]2)=[N:49][CH:50]=1.